From a dataset of Reaction yield outcomes from USPTO patents with 853,638 reactions. Predict the reaction yield, written as a fraction of the theoretical maximum amount of product (1.0 means a 100% yield; for example, 0.34 means a 34% yield). The reactants are Cl.[NH:2]1[CH2:7][CH2:6][CH2:5][C@@H:4]([NH2:8])[CH2:3]1.C(=O)([O-])[O-].[K+].[K+].[C:15](O[C:15]([O:17][C:18]([CH3:21])([CH3:20])[CH3:19])=[O:16])([O:17][C:18]([CH3:21])([CH3:20])[CH3:19])=[O:16]. The catalyst is CO. The product is [C:18]([O:17][C:15](=[O:16])[NH:8][CH:4]1[CH2:5][CH2:6][CH2:7][NH:2][CH2:3]1)([CH3:21])([CH3:20])[CH3:19]. The yield is 0.290.